From a dataset of Drug-target binding data from BindingDB using IC50 measurements. Regression. Given a target protein amino acid sequence and a drug SMILES string, predict the binding affinity score between them. We predict pIC50 (pIC50 = -log10(IC50 in M); higher means more potent). Dataset: bindingdb_ic50. (1) The drug is CCOc1cc(-c2ccc(N)c(OCC)c2)ccc1N. The target protein sequence is AAPYLKTKFICVTPTTCSNTIDLPMSPRTLDSLMQFGNGEGAEPSAGGQF. The pIC50 is 4.2. (2) The target protein (P30291) has sequence MSFLSRQQPPPPRRAGAACTLRQKLIFSPCSDCEEEEEEEEEEGSGHSTGEDSAFQEPDSPLPPARSPTEPGPERRRSPGPAPGSPGELEEDLLLPGACPGADEAGGGAEGDSWEEEGFGSSSPVKSPAAPYFLGSSFSPVRCGGPGDASPRGCGARRAGEGRRSPRPDHPGTPPHKTFRKLRLFDTPHTPKSLLSKARGIDSSSVKLRGSSLFMDTEKSGKREFDVRQTPQVNINPFTPDSLLLHSSGQCRRRKRTYWNDSCGEDMEASDYELEDETRPAKRITITESNMKSRYTTEFHELEKIGSGEFGSVFKCVKRLDGCIYAIKRSKKPLAGSVDEQNALREVYAHAVLGQHSHVVRYFSAWAEDDHMLIQNEYCNGGSLADAISENYRIMSYFKEAELKDLLLQVGRGLRYIHSMSLVHMDIKPSNIFISRTSIPNAASEEGDEDDWASNKVMFKIGDLGHVTRISSPQVEEGDSRFLANEVLQENYTHLPKADI.... The pIC50 is 5.5. The drug is Cn1cc(Nc2ncc(Br)c(N[C@H]3[C@@H](C(N)=O)[C@@H]4C=C[C@H]3C4)n2)cn1.